Dataset: Forward reaction prediction with 1.9M reactions from USPTO patents (1976-2016). Task: Predict the product of the given reaction. (1) Given the reactants [CH3:1][O:2][CH2:3][CH2:4][C:5]([NH:29]C(=O)OC(C)(C)C)([CH2:25][CH2:26][O:27][CH3:28])[CH2:6][NH:7][C:8](=[O:24])[O:9][CH2:10][CH:11]1[C:23]2[CH:22]=[CH:21][CH:20]=[CH:19][C:18]=2[C:17]2[C:12]1=[CH:13][CH:14]=[CH:15][CH:16]=2, predict the reaction product. The product is: [NH2:29][C:5]([CH2:4][CH2:3][O:2][CH3:1])([CH2:25][CH2:26][O:27][CH3:28])[CH2:6][NH:7][C:8](=[O:24])[O:9][CH2:10][CH:11]1[C:23]2[CH:22]=[CH:21][CH:20]=[CH:19][C:18]=2[C:17]2[C:12]1=[CH:13][CH:14]=[CH:15][CH:16]=2. (2) Given the reactants [F:1][C:2]1[C:3]([NH:28][CH:29]([C:33]([CH3:36])([CH3:35])[CH3:34])[CH2:30][CH2:31]O)=[N:4][C:5]([C:8]2[C:16]3[C:11](=[N:12][CH:13]=[C:14]([F:17])[CH:15]=3)[N:10]([S:18]([C:21]3[CH:26]=[CH:25][C:24]([CH3:27])=[CH:23][CH:22]=3)(=[O:20])=[O:19])[CH:9]=2)=[N:6][CH:7]=1.[N+:37]([C:40]1[CH:45]=[CH:44][CH:43]=[CH:42][C:41]=1[Se:46]C#N)([O-:39])=[O:38].C(P(CCCC)CCCC)CCC, predict the reaction product. The product is: [CH3:36][C:33]([CH3:34])([CH3:35])[CH:29]([NH:28][C:3]1[C:2]([F:1])=[CH:7][N:6]=[C:5]([C:8]2[C:16]3[C:11](=[N:12][CH:13]=[C:14]([F:17])[CH:15]=3)[N:10]([S:18]([C:21]3[CH:26]=[CH:25][C:24]([CH3:27])=[CH:23][CH:22]=3)(=[O:20])=[O:19])[CH:9]=2)[N:4]=1)[CH2:30][CH2:31][Se:46][C:41]1[CH:42]=[CH:43][CH:44]=[CH:45][C:40]=1[N+:37]([O-:39])=[O:38].